Dataset: NCI-60 drug combinations with 297,098 pairs across 59 cell lines. Task: Regression. Given two drug SMILES strings and cell line genomic features, predict the synergy score measuring deviation from expected non-interaction effect. (1) Drug 1: CN(C)C1=NC(=NC(=N1)N(C)C)N(C)C. Drug 2: CCN(CC)CCCC(C)NC1=C2C=C(C=CC2=NC3=C1C=CC(=C3)Cl)OC. Cell line: SK-MEL-2. Synergy scores: CSS=17.6, Synergy_ZIP=-2.03, Synergy_Bliss=0.936, Synergy_Loewe=-16.0, Synergy_HSA=-2.12. (2) Drug 1: C(CC(=O)O)C(=O)CN.Cl. Drug 2: C1=CN(C=N1)CC(O)(P(=O)(O)O)P(=O)(O)O. Cell line: HCT116. Synergy scores: CSS=3.86, Synergy_ZIP=-1.59, Synergy_Bliss=-1.68, Synergy_Loewe=1.39, Synergy_HSA=-1.03. (3) Drug 1: COC1=CC(=CC(=C1O)OC)C2C3C(COC3=O)C(C4=CC5=C(C=C24)OCO5)OC6C(C(C7C(O6)COC(O7)C8=CC=CS8)O)O. Drug 2: C1CNP(=O)(OC1)N(CCCl)CCCl. Cell line: NCI-H522. Synergy scores: CSS=29.4, Synergy_ZIP=7.16, Synergy_Bliss=1.78, Synergy_Loewe=-56.1, Synergy_HSA=1.46. (4) Cell line: NCI-H460. Drug 2: CC(C)(C#N)C1=CC(=CC(=C1)CN2C=NC=N2)C(C)(C)C#N. Synergy scores: CSS=33.7, Synergy_ZIP=-3.87, Synergy_Bliss=-12.4, Synergy_Loewe=-12.9, Synergy_HSA=-12.1. Drug 1: C1=C(C(=O)NC(=O)N1)F.